From a dataset of Full USPTO retrosynthesis dataset with 1.9M reactions from patents (1976-2016). Predict the reactants needed to synthesize the given product. (1) Given the product [CH3:31][O:30][C:26]1[CH:25]=[C:23]([NH:24][C:2]2[CH:7]=[N:6][CH:5]=[C:4]([O:8][C:9]3[CH:14]=[CH:13][C:12]([NH:15][C:16](=[O:18])[CH3:17])=[CH:11][CH:10]=3)[N:3]=2)[CH:22]=[C:21]([O:20][CH3:19])[C:27]=1[O:28][CH3:29], predict the reactants needed to synthesize it. The reactants are: Cl[C:2]1[CH:7]=[N:6][CH:5]=[C:4]([O:8][C:9]2[CH:14]=[CH:13][C:12]([NH:15][C:16](=[O:18])[CH3:17])=[CH:11][CH:10]=2)[N:3]=1.[CH3:19][O:20][C:21]1[CH:22]=[C:23]([CH:25]=[C:26]([O:30][CH3:31])[C:27]=1[O:28][CH3:29])[NH2:24]. (2) Given the product [Cl:14][C:15]1[CH:20]=[C:11]([O:12][CH3:13])[CH:18]=[CH:17][C:16]=1[CH:22]1[O:26][C:25]([CH3:27])([CH3:28])[O:24][C:23]1=[O:29], predict the reactants needed to synthesize it. The reactants are: C(N(C(C)C)CC)(C)C.Cl[CH2:11][O:12][CH3:13].[Cl:14][C:15]1[CH:20]=C(O)[CH:18]=[CH:17][C:16]=1[CH:22]1[O:26][C:25]([CH3:28])([CH3:27])[O:24][C:23]1=[O:29]. (3) Given the product [C:31]([C:2]1[CH:27]=[C:26]([O:28][CH3:29])[C:5]2[NH:6][C:7](=[O:25])[CH:8]([NH:17][C:18](=[O:24])[O:19][C:20]([CH3:22])([CH3:21])[CH3:23])[N:9]=[C:10]([C:11]3[CH:16]=[CH:15][CH:14]=[CH:13][CH:12]=3)[C:4]=2[CH:3]=1)#[N:33], predict the reactants needed to synthesize it. The reactants are: Br[C:2]1[CH:27]=[C:26]([O:28][CH3:29])[C:5]2[NH:6][C:7](=[O:25])[CH:8]([NH:17][C:18](=[O:24])[O:19][C:20]([CH3:23])([CH3:22])[CH3:21])[N:9]=[C:10]([C:11]3[CH:16]=[CH:15][CH:14]=[CH:13][CH:12]=3)[C:4]=2[CH:3]=1.C[C:31]([N:33](C)C)=O. (4) Given the product [C:16]([C:6]1[CH:5]=[C:4]([Cl:3])[C:9]([N:10]2[CH2:15][CH2:14][N:13]([C:31]([NH:30][S:27]([C:25]3[S:26][C:22]([Cl:21])=[CH:23][CH:24]=3)(=[O:29])=[O:28])=[O:32])[CH2:12][CH2:11]2)=[N:8][CH:7]=1)(=[O:20])[CH2:17][CH2:18][CH3:19], predict the reactants needed to synthesize it. The reactants are: Cl.Cl.[Cl:3][C:4]1[CH:5]=[C:6]([C:16](=[O:20])[CH2:17][CH2:18][CH3:19])[CH:7]=[N:8][C:9]=1[N:10]1[CH2:15][CH2:14][NH:13][CH2:12][CH2:11]1.[Cl:21][C:22]1[S:26][C:25]([S:27]([NH:30][C:31](=O)[O:32]CC(Cl)(Cl)Cl)(=[O:29])=[O:28])=[CH:24][CH:23]=1.CCN(C(C)C)C(C)C.CC(O)=O.